This data is from Full USPTO retrosynthesis dataset with 1.9M reactions from patents (1976-2016). The task is: Predict the reactants needed to synthesize the given product. (1) Given the product [Si:20]([O:19][CH2:18][CH:17]([C:27]1([OH:40])[CH2:32][CH2:31][N:30]([C:33]([O:35][C:36]([CH3:39])([CH3:38])[CH3:37])=[O:34])[CH2:29][CH2:28]1)[N:16]1[C:14](=[O:15])[C:3]2[CH:4]=[N:5][N:6]([C:7]3[CH:12]=[CH:11][C:10]([F:13])=[CH:9][CH:8]=3)[C:2]=2[N:1]=[CH:42]1)([C:23]([CH3:26])([CH3:25])[CH3:24])([CH3:22])[CH3:21], predict the reactants needed to synthesize it. The reactants are: [NH2:1][C:2]1[N:6]([C:7]2[CH:12]=[CH:11][C:10]([F:13])=[CH:9][CH:8]=2)[N:5]=[CH:4][C:3]=1[C:14]([NH:16][CH:17]([C:27]1([OH:40])[CH2:32][CH2:31][N:30]([C:33]([O:35][C:36]([CH3:39])([CH3:38])[CH3:37])=[O:34])[CH2:29][CH2:28]1)[CH2:18][O:19][Si:20]([C:23]([CH3:26])([CH3:25])[CH3:24])([CH3:22])[CH3:21])=[O:15].O.[C:42]1(C)C=CC(S(O)(=O)=O)=CC=1.C(OCC)(OCC)OCC.N1C=CC=N1. (2) Given the product [Cl:30][C:31]1[CH:40]=[C:39]2[C:34]([C:35]([N:41]3[CH2:46][CH2:45][N:44]([C:11]([NH:5][CH2:4][C:3]4[CH:6]=[CH:7][CH:8]=[CH:9][C:2]=4[Cl:1])=[O:12])[CH2:43][CH2:42]3)=[CH:36][CH:37]=[N:38]2)=[CH:33][CH:32]=1, predict the reactants needed to synthesize it. The reactants are: [Cl:1][C:2]1[CH:9]=[CH:8][CH:7]=[CH:6][C:3]=1[CH2:4][NH2:5].Cl[C:11](OC1C=CC([N+]([O-])=O)=CC=1)=[O:12].C(N(CC)CC)C.[Cl:30][C:31]1[CH:40]=[C:39]2[C:34]([C:35]([N:41]3[CH2:46][CH2:45][NH:44][CH2:43][CH2:42]3)=[CH:36][CH:37]=[N:38]2)=[CH:33][CH:32]=1. (3) Given the product [CH2:20]([N:24]1[CH2:4][C:3]([C:7]2[CH:12]=[CH:11][C:10]([F:13])=[C:9]([F:14])[CH:8]=2)([OH:6])[CH2:2]1)[CH2:21][CH2:22][CH3:23], predict the reactants needed to synthesize it. The reactants are: Cl[CH2:2][C:3]([C:7]1[CH:12]=[CH:11][C:10]([F:13])=[C:9]([F:14])[CH:8]=1)([OH:6])[CH2:4]Cl.C(=O)(O)[O-].[Na+].[CH2:20]([NH2:24])[CH2:21][CH2:22][CH3:23]. (4) Given the product [CH2:1]([O:8][C:9]([NH:11][C@H:12]([C:27]([O:29][C:33]([CH3:36])([CH3:35])[CH3:34])=[O:28])[CH2:13][C:14]1[CH:15]=[CH:16][C:17]([C:20]([O:22][C:23]([CH3:25])([CH3:24])[CH3:26])=[O:21])=[CH:18][CH:19]=1)=[O:10])[C:2]1[CH:3]=[CH:4][CH:5]=[CH:6][CH:7]=1, predict the reactants needed to synthesize it. The reactants are: [CH2:1]([O:8][C:9]([NH:11][C@H:12]([C:27]([OH:29])=[O:28])[CH2:13][C:14]1[CH:19]=[CH:18][C:17]([C:20]([O:22][C:23]([CH3:26])([CH3:25])[CH3:24])=[O:21])=[CH:16][CH:15]=1)=[O:10])[C:2]1[CH:7]=[CH:6][CH:5]=[CH:4][CH:3]=1.C(OC(O[C:33]([CH3:36])([CH3:35])[CH3:34])=O)(O[C:33]([CH3:36])([CH3:35])[CH3:34])=O.O. (5) The reactants are: [CH3:1][O:2][C:3]1[CH:4]=[C:5]([C:11]([C:14]2[N:18]([C:19]3[CH:24]=[CH:23][C:22]([F:25])=[CH:21][CH:20]=3)[C:17](=[S:26])[NH:16][CH:15]=2)([CH3:13])[CH3:12])[CH:6]=[CH:7][C:8]=1[O:9][CH3:10].C([O-])([O-])=O.[K+].[K+].[Cl:33][C:34]1[CH:39]=[C:38]([F:40])[CH:37]=[CH:36][C:35]=1[CH2:41]Cl. Given the product [Cl:33][C:34]1[CH:39]=[C:38]([F:40])[CH:37]=[CH:36][C:35]=1[CH2:41][S:26][C:17]1[N:18]([C:19]2[CH:20]=[CH:21][C:22]([F:25])=[CH:23][CH:24]=2)[C:14]([C:11]([C:5]2[CH:6]=[CH:7][C:8]([O:9][CH3:10])=[C:3]([O:2][CH3:1])[CH:4]=2)([CH3:13])[CH3:12])=[CH:15][N:16]=1, predict the reactants needed to synthesize it. (6) Given the product [F:18][C:2]([F:1])([C:11]1[CH:16]=[CH:15][C:14]([F:17])=[CH:13][N:12]=1)[CH2:3][N:4]1[CH2:5][CH2:6][CH:7]([NH:10][C:20]2[C:21]3[CH:28]=[CH:27][NH:26][C:22]=3[N:23]=[CH:24][N:25]=2)[CH2:8][CH2:9]1, predict the reactants needed to synthesize it. The reactants are: [F:1][C:2]([F:18])([C:11]1[CH:16]=[CH:15][C:14]([F:17])=[CH:13][N:12]=1)[CH2:3][N:4]1[CH2:9][CH2:8][CH:7]([NH2:10])[CH2:6][CH2:5]1.Cl[C:20]1[C:21]2[CH:28]=[CH:27][NH:26][C:22]=2[N:23]=[CH:24][N:25]=1.CCN(C(C)C)C(C)C.